From a dataset of Forward reaction prediction with 1.9M reactions from USPTO patents (1976-2016). Predict the product of the given reaction. Given the reactants [NH:1]1[CH:5]=[C:4]([C:6]2[CH:7]=[C:8]([CH:11]=[CH:12][CH:13]=2)[C:9]#[N:10])[N:3]=[N:2]1.C[O-].[Na+].[O-]S(C(F)(F)F)(=O)=O.F[N+:26]1[CH:31]=[CH:30][CH:29]=[CH:28][CH:27]=1, predict the reaction product. The product is: [N:26]1[CH:31]=[CH:30][CH:29]=[CH:28][C:27]=1[N:2]1[N:3]=[C:4]([C:6]2[CH:7]=[C:8]([CH:11]=[CH:12][CH:13]=2)[C:9]#[N:10])[CH:5]=[N:1]1.